Dataset: Reaction yield outcomes from USPTO patents with 853,638 reactions. Task: Predict the reaction yield, written as a fraction of the theoretical maximum amount of product (1.0 means a 100% yield; for example, 0.34 means a 34% yield). (1) The reactants are [F:1][C:2]([F:21])([F:20])[C:3]1[CH:8]=[CH:7][C:6]([C:9]2[CH:10]=[C:11]3[C:16](=[CH:17][CH:18]=2)[NH:15][C:14](=[O:19])[CH2:13][CH2:12]3)=[CH:5][CH:4]=1.C(N(CC)CC)C.[C:29](O[C:29]([O:31][C:32]([CH3:35])([CH3:34])[CH3:33])=[O:30])([O:31][C:32]([CH3:35])([CH3:34])[CH3:33])=[O:30].Cl. The catalyst is ClCCl.CN(C)C1C=CN=CC=1. The product is [O:19]=[C:14]1[CH2:13][CH2:12][C:11]2[C:16](=[CH:17][CH:18]=[C:9]([C:6]3[CH:5]=[CH:4][C:3]([C:2]([F:1])([F:20])[F:21])=[CH:8][CH:7]=3)[CH:10]=2)[N:15]1[C:29]([O:31][C:32]([CH3:35])([CH3:34])[CH3:33])=[O:30]. The yield is 0.790. (2) The reactants are [N+:1]([C:4]1[CH:5]=[C:6]([CH:10]=[CH:11][C:12]=1[O:13][C:14]([F:17])([F:16])[F:15])[C:7]([NH2:9])=[O:8])([O-])=O.[NH4+].[Cl-]. The product is [NH2:1][C:4]1[CH:5]=[C:6]([CH:10]=[CH:11][C:12]=1[O:13][C:14]([F:15])([F:16])[F:17])[C:7]([NH2:9])=[O:8]. The yield is 0.780. The catalyst is O1CCOCC1.O.O.[Zn]. (3) The product is [NH2:34][C:32]1[CH:31]=[CH:30][C:3]([O:4][C:5]2[CH:10]=[CH:9][N:8]=[C:7]3[CH:11]=[C:12]([C:14]4[N:15]=[CH:16][N:17]([CH2:19][CH2:20][N:21]([CH3:29])[C:22](=[O:28])[O:23][C:24]([CH3:25])([CH3:26])[CH3:27])[CH:18]=4)[S:13][C:6]=23)=[C:2]([F:1])[CH:33]=1. The reactants are [F:1][C:2]1[CH:33]=[C:32]([N+:34]([O-])=O)[CH:31]=[CH:30][C:3]=1[O:4][C:5]1[CH:10]=[CH:9][N:8]=[C:7]2[CH:11]=[C:12]([C:14]3[N:15]=[CH:16][N:17]([CH2:19][CH2:20][N:21]([CH3:29])[C:22](=[O:28])[O:23][C:24]([CH3:27])([CH3:26])[CH3:25])[CH:18]=3)[S:13][C:6]=12.[Cl-].[NH4+]. The catalyst is CCO.O.[Fe]. The yield is 1.00.